Regression. Given two drug SMILES strings and cell line genomic features, predict the synergy score measuring deviation from expected non-interaction effect. From a dataset of NCI-60 drug combinations with 297,098 pairs across 59 cell lines. Drug 1: CC1C(C(=O)NC(C(=O)N2CCCC2C(=O)N(CC(=O)N(C(C(=O)O1)C(C)C)C)C)C(C)C)NC(=O)C3=C4C(=C(C=C3)C)OC5=C(C(=O)C(=C(C5=N4)C(=O)NC6C(OC(=O)C(N(C(=O)CN(C(=O)C7CCCN7C(=O)C(NC6=O)C(C)C)C)C)C(C)C)C)N)C. Drug 2: C1C(C(OC1N2C=C(C(=O)NC2=O)F)CO)O. Cell line: SNB-75. Synergy scores: CSS=12.8, Synergy_ZIP=-4.75, Synergy_Bliss=-2.13, Synergy_Loewe=-2.39, Synergy_HSA=0.305.